The task is: Predict the reaction yield, written as a fraction of the theoretical maximum amount of product (1.0 means a 100% yield; for example, 0.34 means a 34% yield).. This data is from Reaction yield outcomes from USPTO patents with 853,638 reactions. The yield is 1.00. The product is [C:1]([C:4]1[CH:5]=[CH:6][C:7]2[O:12][CH2:11][C:10](=[O:13])[N:9]([CH2:14][CH2:15][N:16]3[CH2:17][CH2:18][CH:19]([NH2:22])[CH2:20][CH2:21]3)[C:8]=2[CH:30]=1)(=[O:3])[CH3:2]. No catalyst specified. The reactants are [C:1]([C:4]1[CH:5]=[CH:6][C:7]2[O:12][CH2:11][C:10](=[O:13])[N:9]([CH2:14][CH2:15][N:16]3[CH2:21][CH2:20][CH:19]([NH:22]C(=O)OC(C)(C)C)[CH2:18][CH2:17]3)[C:8]=2[CH:30]=1)(=[O:3])[CH3:2].NC1CCN(CCN2C3C(=CC=C(C#N)C=3)C=CC2=O)CC1.